Dataset: Catalyst prediction with 721,799 reactions and 888 catalyst types from USPTO. Task: Predict which catalyst facilitates the given reaction. (1) Reactant: [Cl:1][C:2]1[CH:7]=[C:6](Cl)[N:5]=[C:4]([CH3:9])[C:3]=1[C:10]([O:12][CH2:13][CH3:14])=[O:11].[CH3:15][O:16][Na]. Product: [Cl:1][C:2]1[C:3]([C:10]([O:12][CH2:13][CH3:14])=[O:11])=[C:4]([CH3:9])[N:5]=[C:6]([O:16][CH3:15])[CH:7]=1. The catalyst class is: 509. (2) The catalyst class is: 12. Product: [F:20][C:17]([CH3:19])([CH3:18])[CH2:16][N:13]1[CH2:14][CH2:15][CH:10]([CH2:9][O:8][C:5]2[N:6]=[CH:7][C:2]([C:28]3[CH:29]=[CH:30][C:25]([C:23]([O:22][CH3:21])=[O:24])=[CH:26][CH:27]=3)=[CH:3][CH:4]=2)[CH2:11][CH2:12]1. Reactant: Br[C:2]1[CH:3]=[CH:4][C:5]([O:8][CH2:9][CH:10]2[CH2:15][CH2:14][N:13]([CH2:16][C:17]([F:20])([CH3:19])[CH3:18])[CH2:12][CH2:11]2)=[N:6][CH:7]=1.[CH3:21][O:22][C:23]([C:25]1[CH:30]=[CH:29][C:28](B(O)O)=[CH:27][CH:26]=1)=[O:24].O.C([O-])([O-])=O.[Cs+].[Cs+]. (3) Reactant: [OH:1][C:2]1[CH:11]=[C:10]([N:12]([CH3:14])[CH3:13])[CH:9]=[CH:8][C:3]=1[C:4]([O:6][CH3:7])=[O:5].O[CH:16]1[CH2:21][CH2:20][N:19]([C:22]([O:24][C:25]([CH3:28])([CH3:27])[CH3:26])=[O:23])[CH2:18][CH2:17]1.C1(P(C2C=CC=CC=2)C2C=CC=CC=2)C=CC=CC=1.N(C(OCC)=O)=NC(OCC)=O. Product: [C:25]([O:24][C:22]([N:19]1[CH2:20][CH2:21][CH:16]([O:1][C:2]2[CH:11]=[C:10]([N:12]([CH3:13])[CH3:14])[CH:9]=[CH:8][C:3]=2[C:4]([O:6][CH3:7])=[O:5])[CH2:17][CH2:18]1)=[O:23])([CH3:28])([CH3:26])[CH3:27]. The catalyst class is: 1.